This data is from Full USPTO retrosynthesis dataset with 1.9M reactions from patents (1976-2016). The task is: Predict the reactants needed to synthesize the given product. (1) Given the product [Cl:1][C:2]1[CH:3]=[CH:4][C:5]([C:6]([N:8]2[CH2:12][CH2:11][CH:10]([NH:13][C:14]3[S:15][CH:16]=[C:17](/[CH:19]=[CH:20]/[C:21]([OH:23])=[O:22])[N:18]=3)[CH2:9]2)=[O:7])=[CH:26][CH:27]=1, predict the reactants needed to synthesize it. The reactants are: [Cl:1][C:2]1[CH:27]=[CH:26][C:5]([C:6]([N:8]2[CH2:12][CH2:11][CH:10]([NH:13][C:14]3[S:15][CH:16]=[C:17](/[CH:19]=[CH:20]/[C:21]([O:23]CC)=[O:22])[N:18]=3)[CH2:9]2)=[O:7])=[CH:4][CH:3]=1.[OH-].[Na+]. (2) The reactants are: [NH2:1][CH2:2][CH2:3][CH2:4][N:5]1[C:17]2[C:16]3[CH:15]=[CH:14][CH:13]=[CH:12][C:11]=3[N:10]=[C:9]([NH2:18])[C:8]=2[N:7]=[C:6]1[CH2:19][CH2:20][O:21][CH3:22].[CH:23]([C:25]1[CH:26]=[C:27]([CH:36]=[CH:37][CH:38]=1)[O:28][CH:29]([CH2:34][CH3:35])[C:30]([O:32][CH3:33])=[O:31])=O. Given the product [NH2:18][C:9]1[C:8]2[N:7]=[C:6]([CH2:19][CH2:20][O:21][CH3:22])[N:5]([CH2:4][CH2:3][CH2:2][NH:1][CH2:23][C:25]3[CH:26]=[C:27]([CH:36]=[CH:37][CH:38]=3)[O:28][CH:29]([CH2:34][CH3:35])[C:30]([O:32][CH3:33])=[O:31])[C:17]=2[C:16]2[CH:15]=[CH:14][CH:13]=[CH:12][C:11]=2[N:10]=1, predict the reactants needed to synthesize it.